This data is from Peptide-MHC class I binding affinity with 185,985 pairs from IEDB/IMGT. The task is: Regression. Given a peptide amino acid sequence and an MHC pseudo amino acid sequence, predict their binding affinity value. This is MHC class I binding data. (1) The MHC is HLA-B44:03 with pseudo-sequence HLA-B44:03. The peptide sequence is NELTLIDFYL. The binding affinity (normalized) is 0.637. (2) The peptide sequence is INPIVKTSL. The MHC is HLA-B08:01 with pseudo-sequence HLA-B08:01. The binding affinity (normalized) is 0.